Dataset: Peptide-MHC class I binding affinity with 185,985 pairs from IEDB/IMGT. Task: Regression. Given a peptide amino acid sequence and an MHC pseudo amino acid sequence, predict their binding affinity value. This is MHC class I binding data. (1) The peptide sequence is RWRVYLRRK. The MHC is HLA-B40:01 with pseudo-sequence HLA-B40:01. The binding affinity (normalized) is 0.0847. (2) The peptide sequence is ADSDDILTL. The binding affinity (normalized) is 0.0749. The MHC is HLA-B40:02 with pseudo-sequence HLA-B40:02.